This data is from Forward reaction prediction with 1.9M reactions from USPTO patents (1976-2016). The task is: Predict the product of the given reaction. Given the reactants [Cl:1][C:2]1[CH:7]=[CH:6][CH:5]=[CH:4][C:3]=1[C:8]1[C:9]([C:18]2[CH:23]=[CH:22][C:21]([Cl:24])=[CH:20][CH:19]=2)=[CH:10][C:11]2[N:12]([C:14](=[O:17])[NH:15][N:16]=2)[N:13]=1.[F:25][C:26]([F:36])([F:35])[C:27]1[CH:34]=[CH:33][C:30]([CH2:31]Br)=[CH:29][CH:28]=1.C([O-])([O-])=O.[K+].[K+], predict the reaction product. The product is: [F:25][C:26]([F:35])([F:36])[C:27]1[CH:34]=[CH:33][C:30]([CH2:31][N:15]2[C:14](=[O:17])[N:12]3[N:13]=[C:8]([C:3]4[CH:4]=[CH:5][CH:6]=[CH:7][C:2]=4[Cl:1])[C:9]([C:18]4[CH:19]=[CH:20][C:21]([Cl:24])=[CH:22][CH:23]=4)=[CH:10][C:11]3=[N:16]2)=[CH:29][CH:28]=1.